From a dataset of Reaction yield outcomes from USPTO patents with 853,638 reactions. Predict the reaction yield, written as a fraction of the theoretical maximum amount of product (1.0 means a 100% yield; for example, 0.34 means a 34% yield). (1) The reactants are [Br:1][C:2]1[N:7]=[C:6]([CH2:8][OH:9])[CH:5]=[CH:4][CH:3]=1.[CH3:10][C:11]1[CH:16]=[CH:15][C:14]([S:17](Cl)(=[O:19])=[O:18])=[CH:13][CH:12]=1.[NH4+].[Cl-]. The catalyst is C(Cl)Cl.CN(C1C=CN=CC=1)C. The product is [CH3:10][C:11]1[CH:16]=[CH:15][C:14]([S:17]([O:9][CH2:8][C:6]2[CH:5]=[CH:4][CH:3]=[C:2]([Br:1])[N:7]=2)(=[O:19])=[O:18])=[CH:13][CH:12]=1. The yield is 1.00. (2) The reactants are F[C:2]1[CH:7]=[CH:6][C:5]([C:8](=[O:17])[C:9]2[CH:14]=[CH:13][C:12]([O:15][CH3:16])=[CH:11][CH:10]=2)=[CH:4][C:3]=1[S:18]([NH2:21])(=[O:20])=[O:19].[CH3:22][S-:23].[Na+]. The catalyst is O1CCOCC1. The product is [CH3:16][O:15][C:12]1[CH:13]=[CH:14][C:9]([C:8]([C:5]2[CH:6]=[CH:7][C:2]([S:23][CH3:22])=[C:3]([S:18]([NH2:21])(=[O:20])=[O:19])[CH:4]=2)=[O:17])=[CH:10][CH:11]=1. The yield is 0.680. (3) The reactants are C[O:2][C:3]([C:5]1[C:6]2[CH2:7][C:8]([CH3:29])([CH3:28])[CH:9]([C:16]3[CH:21]=[CH:20][CH:19]=[C:18]([N:22]4[CH2:27][CH2:26][O:25][CH2:24][CH2:23]4)[CH:17]=3)[NH:10][C:11]=2[C:12]([Cl:15])=[CH:13][CH:14]=1)=[O:4].[OH-].[Na+].Cl. The catalyst is CO.O1CCCC1.O. The product is [Cl:15][C:12]1[C:11]2[NH:10][CH:9]([C:16]3[CH:21]=[CH:20][CH:19]=[C:18]([N:22]4[CH2:23][CH2:24][O:25][CH2:26][CH2:27]4)[CH:17]=3)[C:8]([CH3:29])([CH3:28])[CH2:7][C:6]=2[C:5]([C:3]([OH:4])=[O:2])=[CH:14][CH:13]=1. The yield is 0.900. (4) The reactants are Br[C:2]1[CH:3]=[C:4]([N:8]2[C:16]3[CH2:15][CH2:14][CH2:13][CH:12]([N:17]4[CH:21]=[CH:20][CH:19]=[N:18]4)[C:11]=3[C:10]([C:22]([O:24][CH2:25][CH3:26])=[O:23])=[N:9]2)[CH:5]=[CH:6][CH:7]=1.[C:27]([C@:29]1([OH:36])[CH2:33][CH2:32][N:31]([CH3:34])[C:30]1=[O:35])#[CH:28]. No catalyst specified. The product is [OH:36][C@@:29]1([C:27]#[C:28][C:2]2[CH:3]=[C:4]([N:8]3[C:16]4[CH2:15][CH2:14][CH2:13][CH:12]([N:17]5[CH:21]=[CH:20][CH:19]=[N:18]5)[C:11]=4[C:10]([C:22]([O:24][CH2:25][CH3:26])=[O:23])=[N:9]3)[CH:5]=[CH:6][CH:7]=2)[CH2:33][CH2:32][N:31]([CH3:34])[C:30]1=[O:35]. The yield is 0.920. (5) The product is [Cl:1][C:2]1[CH:7]=[C:6]([Cl:8])[CH:5]=[CH:4][C:3]=1[CH2:9][N:10]1[C:11]([OH:31])=[C:12]([C:27]([NH:40][C:35]2[CH:36]=[CH:37][CH:38]=[CH:39][C:34]=2[O:33][CH3:32])=[O:28])[C:13]([OH:26])=[C:14]([C:17]([NH:19][CH2:20][C:21]([OH:23])=[O:22])=[O:18])[C:15]1=[O:16]. The reactants are [Cl:1][C:2]1[CH:7]=[C:6]([Cl:8])[CH:5]=[CH:4][C:3]=1[CH2:9][N:10]1[C:15](=[O:16])[C:14]([C:17]([NH:19][CH2:20][C:21]([O:23]CC)=[O:22])=[O:18])=[C:13]([OH:26])[C:12]([C:27](OC)=[O:28])=[C:11]1[OH:31].[CH3:32][O:33][C:34]1[C:35]([NH2:40])=[CH:36][CH:37]=[CH:38][CH:39]=1. The catalyst is C(Cl)(Cl)Cl. The yield is 0.760. (6) The reactants are [F:1][C:2]1[CH:7]=[C:6](I)[CH:5]=[CH:4][N:3]=1.[CH2:9]([Sn](CCCC)(CCCC)C=C)[CH2:10]CC.C(OCC)(=O)C.[F-].[K+]. The catalyst is O1CCOCC1. The product is [F:1][C:2]1[CH:7]=[C:6]([CH:9]=[CH2:10])[CH:5]=[CH:4][N:3]=1. The yield is 0.380. (7) The reactants are Cl.[CH:2]([C:5]1[CH:10]=[CH:9][C:8]([NH:11][NH2:12])=[CH:7][CH:6]=1)([CH3:4])[CH3:3].[C:13]1(=O)[O:18][C:16](=[O:17])[C:15]2=[CH:19][CH:20]=[CH:21][CH:22]=[C:14]12.O.C([O-])(O)=O.[Na+]. The catalyst is C(O)(=O)C. The product is [OH:18][C:13]1[C:14]2[C:15](=[CH:19][CH:20]=[CH:21][CH:22]=2)[C:16](=[O:17])[N:11]([C:8]2[CH:9]=[CH:10][C:5]([CH:2]([CH3:4])[CH3:3])=[CH:6][CH:7]=2)[N:12]=1. The yield is 0.450.